From a dataset of Forward reaction prediction with 1.9M reactions from USPTO patents (1976-2016). Predict the product of the given reaction. (1) Given the reactants [NH2:1][C:2]1[CH:7]=[CH:6][C:5]([F:8])=[CH:4][C:3]=1[NH:9][C:10]1[C:11]([CH3:20])=[C:12]([CH:17]=[CH:18][CH:19]=1)[C:13]([O:15][CH3:16])=[O:14].[C:21](OCC)(OCC)(OCC)[O:22][CH2:23][CH3:24], predict the reaction product. The product is: [CH2:23]([O:22][C:21]1[N:9]([C:10]2[C:11]([CH3:20])=[C:12]([CH:17]=[CH:18][CH:19]=2)[C:13]([O:15][CH3:16])=[O:14])[C:3]2[CH:4]=[C:5]([F:8])[CH:6]=[CH:7][C:2]=2[N:1]=1)[CH3:24]. (2) The product is: [F:35][C:36]1[CH:41]=[C:40]([C:2]2[CH:3]=[C:4]3[C:10]([C:11]4[C:12]([CH3:24])=[N:13][N:14]([CH2:16][C:17]5[CH:22]=[CH:21][CH:20]=[C:19]([F:23])[CH:18]=5)[CH:15]=4)=[CH:9][N:8]([S:25]([C:28]4[CH:29]=[CH:30][C:31]([CH3:32])=[CH:33][CH:34]=4)(=[O:26])=[O:27])[C:5]3=[N:6][CH:7]=2)[CH:39]=[CH:38][C:37]=1[C:51]1[CH2:56][CH2:55][N:54]([C:57]([O:59][C:60]([CH3:63])([CH3:62])[CH3:61])=[O:58])[CH2:53][CH:52]=1. Given the reactants Br[C:2]1[CH:3]=[C:4]2[C:10]([C:11]3[C:12]([CH3:24])=[N:13][N:14]([CH2:16][C:17]4[CH:22]=[CH:21][CH:20]=[C:19]([F:23])[CH:18]=4)[CH:15]=3)=[CH:9][N:8]([S:25]([C:28]3[CH:34]=[CH:33][C:31]([CH3:32])=[CH:30][CH:29]=3)(=[O:27])=[O:26])[C:5]2=[N:6][CH:7]=1.[F:35][C:36]1[CH:41]=[C:40](B2OC(C)(C)C(C)(C)O2)[CH:39]=[CH:38][C:37]=1[C:51]1[CH2:56][CH2:55][N:54]([C:57]([O:59][C:60]([CH3:63])([CH3:62])[CH3:61])=[O:58])[CH2:53][CH:52]=1.C(=O)([O-])[O-].[Na+].[Na+], predict the reaction product. (3) Given the reactants [CH3:1][C:2]1[CH:3]=[C:4]([CH:8]=[CH:9][C:10]=1[C:11]([N:13]1[CH2:17][CH2:16][CH2:15][CH2:14]1)=[O:12])[C:5]([OH:7])=O.CN(C(ON1N=NC2C=CC=CC1=2)=[N+](C)C)C.[B-](F)(F)(F)F.C(N(C(C)C)CC)(C)C.[CH2:49]([O:56][CH2:57][C@H:58]([NH2:69])[C:59]1[NH:63][C:62]2[CH:64]=[CH:65][C:66]([Cl:68])=[CH:67][C:61]=2[N:60]=1)[C:50]1[CH:55]=[CH:54][CH:53]=[CH:52][CH:51]=1.ClCl, predict the reaction product. The product is: [CH2:49]([O:56][CH2:57][C@H:58]([NH:69][C:5](=[O:7])[C:4]1[CH:8]=[CH:9][C:10]([C:11]([N:13]2[CH2:17][CH2:16][CH2:15][CH2:14]2)=[O:12])=[C:2]([CH3:1])[CH:3]=1)[C:59]1[NH:63][C:62]2[CH:64]=[CH:65][C:66]([Cl:68])=[CH:67][C:61]=2[N:60]=1)[C:50]1[CH:51]=[CH:52][CH:53]=[CH:54][CH:55]=1. (4) Given the reactants CCCC[N+](CCCC)(CCCC)CCCC.[F-].[Si]([O:26][CH2:27][C@@H:28]1[C@H:32]2[O:33][C:34]([CH3:37])([CH3:36])[O:35][C@H:31]2[C@H:30]([N:38]2[CH:46]=[N:45][C:44]3[C:39]2=[N:40][C:41]([I:48])=[N:42][C:43]=3[NH2:47])[O:29]1)(C(C)(C)C)(C)C, predict the reaction product. The product is: [NH2:47][C:43]1[N:42]=[C:41]([I:48])[N:40]=[C:39]2[C:44]=1[N:45]=[CH:46][N:38]2[C@H:30]1[C@@H:31]2[O:35][C:34]([CH3:36])([CH3:37])[O:33][C@@H:32]2[C@@H:28]([CH2:27][OH:26])[O:29]1. (5) Given the reactants [CH3:1][C:2]1([CH3:12])[CH2:7][CH2:6][C:5]([CH3:9])([CH3:8])[CH2:4][CH:3]1[CH:10]=O.[F:13][C:14]1[CH:15]=[C:16]([CH:18]=[CH:19][CH:20]=1)[NH2:17].C(O)(=O)C.C([BH3-])#N.[Na+], predict the reaction product. The product is: [F:13][C:14]1[CH:15]=[C:16]([CH:18]=[CH:19][CH:20]=1)[NH:17][CH2:10][CH:3]1[CH2:4][C:5]([CH3:9])([CH3:8])[CH2:6][CH2:7][C:2]1([CH3:12])[CH3:1]. (6) Given the reactants [CH:1]([C:3]1[CH:17]=[CH:16][C:6]([O:7][C:8]([CH3:15])([CH3:14])[C:9]([O:11]CC)=[O:10])=[CH:5][CH:4]=1)=[O:2].[OH-].[Na+].O1CCO[CH2:22][CH2:21]1, predict the reaction product. The product is: [CH2:21]([CH2:15][C:8]([O:7][C:6]1[CH:5]=[CH:4][C:3]([CH:1]=[O:2])=[CH:17][CH:16]=1)([CH3:14])[C:9]([OH:11])=[O:10])[CH3:22]. (7) Given the reactants [Cl:1][C:2]1[CH:3]=[CH:4][C:5]2[N:11]3[CH:12]=[CH:13][CH:14]=[C:10]3[CH:9]([CH2:15][C:16]([O:18]C)=[O:17])[O:8][CH:7]([C:20](=[O:29])[C:21]3[CH:26]=[CH:25][CH:24]=[C:23]([Cl:27])[C:22]=3[Cl:28])[C:6]=2[CH:30]=1.CO.[OH-].[Na+].C(O)(=O)CC(CC(O)=O)(C(O)=O)O, predict the reaction product. The product is: [Cl:1][C:2]1[CH:3]=[CH:4][C:5]2[N:11]3[CH:12]=[CH:13][CH:14]=[C:10]3[CH:9]([CH2:15][C:16]([OH:18])=[O:17])[O:8][CH:7]([C:20](=[O:29])[C:21]3[CH:26]=[CH:25][CH:24]=[C:23]([Cl:27])[C:22]=3[Cl:28])[C:6]=2[CH:30]=1.